Dataset: Reaction yield outcomes from USPTO patents with 853,638 reactions. Task: Predict the reaction yield, written as a fraction of the theoretical maximum amount of product (1.0 means a 100% yield; for example, 0.34 means a 34% yield). The reactants are [C:1]([N:8]1[CH2:11][CH:10]([NH2:12])[CH2:9]1)([O:3][C:4]([CH3:7])([CH3:6])[CH3:5])=[O:2].Br[C:14]1[S:15][CH:16]=[CH:17][N:18]=1.ClCCCl. The catalyst is C(Cl)(Cl)Cl. The product is [C:1]([N:8]1[CH2:11][CH:10]([NH:12][C:14]2[S:15][CH:16]=[CH:17][N:18]=2)[CH2:9]1)([O:3][C:4]([CH3:7])([CH3:6])[CH3:5])=[O:2]. The yield is 0.110.